From a dataset of Full USPTO retrosynthesis dataset with 1.9M reactions from patents (1976-2016). Predict the reactants needed to synthesize the given product. (1) Given the product [CH3:42][O:41][C:17]1[C:18]([NH:24][C:25]2[N:30]=[C:29]([C:31]3[C:39]4[C:34](=[CH:35][CH:36]=[CH:37][CH:38]=4)[N:33]([CH3:40])[CH:32]=3)[CH:28]=[CH:27][N:26]=2)=[CH:19][C:20]([N+:21]([O-:23])=[O:22])=[C:15]([N:12]([CH3:13])[CH2:11][CH2:10][N:2]([CH3:1])[C:3](=[O:9])[O:4][C:5]([CH3:6])([CH3:7])[CH3:8])[CH:16]=1, predict the reactants needed to synthesize it. The reactants are: [CH3:1][N:2]([CH2:10][CH2:11][NH:12][CH3:13])[C:3](=[O:9])[O:4][C:5]([CH3:8])([CH3:7])[CH3:6].F[C:15]1[C:20]([N+:21]([O-:23])=[O:22])=[CH:19][C:18]([NH:24][C:25]2[N:30]=[C:29]([C:31]3[C:39]4[C:34](=[CH:35][CH:36]=[CH:37][CH:38]=4)[N:33]([CH3:40])[CH:32]=3)[CH:28]=[CH:27][N:26]=2)=[C:17]([O:41][CH3:42])[CH:16]=1.CCN(C(C)C)C(C)C. (2) Given the product [F:37][C:5]([F:4])([F:36])[CH2:6][NH:7][C:8]([NH:10][C:11]1[CH:12]=[C:13]([C:17]2[N:21]3[N:22]=[CH:23][C:24]([C:26]4[CH:27]=[C:28]([CH:33]=[CH:34][CH:35]=4)[C:29]([OH:31])=[O:30])=[CH:25][C:20]3=[N:19][CH:18]=2)[CH:14]=[CH:15][CH:16]=1)=[O:9], predict the reactants needed to synthesize it. The reactants are: O.[OH-].[Li+].[F:4][C:5]([F:37])([F:36])[CH2:6][NH:7][C:8]([NH:10][C:11]1[CH:12]=[C:13]([C:17]2[N:21]3[N:22]=[CH:23][C:24]([C:26]4[CH:27]=[C:28]([CH:33]=[CH:34][CH:35]=4)[C:29]([O:31]C)=[O:30])=[CH:25][C:20]3=[N:19][CH:18]=2)[CH:14]=[CH:15][CH:16]=1)=[O:9].Cl. (3) Given the product [C:1]([O:5][C:6](=[O:33])[N:7]([CH3:8])[CH:9]([CH3:32])[C:10]([NH:12][C:13]1[CH:18]=[CH:17][C:16]([C:36]2[CH:35]=[N:34][C:43]3[C:38]([CH:37]=2)=[CH:39][CH:40]=[CH:41][CH:42]=3)=[C:15]([C:20]#[C:21][C:22]2[CH:31]=[CH:30][C:29]3[C:24](=[CH:25][CH:26]=[CH:27][CH:28]=3)[CH:23]=2)[N:14]=1)=[O:11])([CH3:4])([CH3:3])[CH3:2], predict the reactants needed to synthesize it. The reactants are: [C:1]([O:5][C:6](=[O:33])[N:7]([CH:9]([CH3:32])[C:10]([NH:12][C:13]1[CH:18]=[CH:17][C:16](Br)=[C:15]([C:20]#[C:21][C:22]2[CH:31]=[CH:30][C:29]3[C:24](=[CH:25][CH:26]=[CH:27][CH:28]=3)[CH:23]=2)[N:14]=1)=[O:11])[CH3:8])([CH3:4])([CH3:3])[CH3:2].[N:34]1[C:43]2[C:38](=[CH:39][CH:40]=[CH:41][CH:42]=2)[CH:37]=[C:36](B(O)O)[CH:35]=1.C([O-])([O-])=O.[Na+].[Na+].O1CCOCC1. (4) Given the product [Cl:17][C:18]1[C:19]([C:4]2[CH:5]=[N:6][CH:7]=[C:2]([Cl:1])[N:3]=2)=[CH:20][C:21]([NH:24][C:25]([C@@H:27]2[CH2:32][CH2:31][CH2:30][N:29]([C:33]([O:35][C:36]([CH3:39])([CH3:38])[CH3:37])=[O:34])[CH2:28]2)=[O:26])=[N:22][CH:23]=1, predict the reactants needed to synthesize it. The reactants are: [Cl:1][C:2]1[CH:7]=[N:6][CH:5]=[C:4](B2OC(C)(C)C(C)(C)O2)[N:3]=1.[Cl:17][C:18]1[C:19](I)=[CH:20][C:21]([NH:24][C:25]([C@@H:27]2[CH2:32][CH2:31][CH2:30][N:29]([C:33]([O:35][C:36]([CH3:39])([CH3:38])[CH3:37])=[O:34])[CH2:28]2)=[O:26])=[N:22][CH:23]=1. (5) The reactants are: [CH3:1][C@H:2]1[CH2:7][CH2:6][C@H:5]([C:8]([N:10]([CH2:26][C:27]([N:29]2[CH2:34][CH2:33][O:32][CH2:31][CH2:30]2)=[O:28])[C:11]2[CH:15]=[C:14]([C:16]#[C:17][CH2:18][CH:19]([CH3:21])[CH3:20])[S:13][C:12]=2[C:22]([O:24]C)=[O:23])=[O:9])[CH2:4][CH2:3]1.O[Li].O.Cl. Given the product [CH3:1][C@H:2]1[CH2:3][CH2:4][C@H:5]([C:8]([N:10]([CH2:26][C:27]([N:29]2[CH2:30][CH2:31][O:32][CH2:33][CH2:34]2)=[O:28])[C:11]2[CH:15]=[C:14]([C:16]#[C:17][CH2:18][CH:19]([CH3:20])[CH3:21])[S:13][C:12]=2[C:22]([OH:24])=[O:23])=[O:9])[CH2:6][CH2:7]1, predict the reactants needed to synthesize it. (6) Given the product [CH3:1][O:2][C:3]1[CH:4]=[CH:5][C:6]([CH2:7][O:8][CH:9]2[CH:13]3[CH:12]([O:14]3)[CH:11]([OH:25])[CH2:10]2)=[CH:15][CH:16]=1, predict the reactants needed to synthesize it. The reactants are: [CH3:1][O:2][C:3]1[CH:16]=[CH:15][C:6]([CH2:7][O:8][CH:9]2[CH2:13][CH:12]([OH:14])[CH:11]=[CH:10]2)=[CH:5][CH:4]=1.C1C=C(Cl)C=C(C(OO)=[O:25])C=1. (7) The reactants are: C[Si](C)(C)N[Si](C)(C)C.Cl[Si](C)(C)C.[N:15]1[CH:20]=[CH:19][C:18](=[O:21])[CH:17]([C:22]([NH2:24])=[O:23])[CH:16]=1.C(O[CH:29]1[O:51][C@@H:50]([CH2:52][O:53][C:54](=[O:61])[C:55]2[CH:60]=[CH:59][CH:58]=[CH:57][CH:56]=2)[C@H:40]([O:41][C:42](=[O:49])[C:43]2[CH:48]=[CH:47][CH:46]=[CH:45][CH:44]=2)[C@@H:30]1[O:31][C:32](=[O:39])[C:33]1[CH:38]=[CH:37][CH:36]=[CH:35][CH:34]=1)(=O)C.Cl[Sn](Cl)(Cl)Cl. Given the product [C:32]([O:31][C@H:30]1[C@@H:40]([O:41][C:42](=[O:49])[C:43]2[CH:48]=[CH:47][CH:46]=[CH:45][CH:44]=2)[C@H:50]([CH2:52][O:53][C:54](=[O:61])[C:55]2[CH:56]=[CH:57][CH:58]=[CH:59][CH:60]=2)[O:51][C@@H:29]1[N:15]1[CH:20]=[CH:19][C:18](=[O:21])[C:17]([C:22]([NH2:24])=[O:23])=[CH:16]1)(=[O:39])[C:33]1[CH:38]=[CH:37][CH:36]=[CH:35][CH:34]=1, predict the reactants needed to synthesize it. (8) Given the product [NH2:1][C:2]1[N:7]=[C:6]([CH:8]([NH:18][C:19](=[O:31])[CH2:20][C:21]2[C:29]3[C:24](=[CH:25][CH:26]=[C:27]([F:30])[CH:28]=3)[NH:23][CH:22]=2)[CH2:9][C:10]2[CH:15]=[C:14]([F:16])[CH:13]=[C:12]([F:17])[CH:11]=2)[C:5]([C:37]2[CH:38]=[CH:39][C:34]([Cl:33])=[CH:35][CH:36]=2)=[CH:4][CH:3]=1, predict the reactants needed to synthesize it. The reactants are: [NH2:1][C:2]1[N:7]=[C:6]([CH:8]([NH:18][C:19](=[O:31])[CH2:20][C:21]2[C:29]3[C:24](=[CH:25][CH:26]=[C:27]([F:30])[CH:28]=3)[NH:23][CH:22]=2)[CH2:9][C:10]2[CH:15]=[C:14]([F:16])[CH:13]=[C:12]([F:17])[CH:11]=2)[C:5](Br)=[CH:4][CH:3]=1.[Cl:33][C:34]1[CH:39]=[CH:38][C:37](B(O)O)=[CH:36][CH:35]=1. (9) Given the product [CH2:1]([O:8][C:9]1[CH:10]=[C:11]2[C:16](=[CH:17][C:18]=1[O:19][CH3:20])[CH:15](/[CH:21]=[CH:52]/[C:51]1[CH:54]=[C:47]([O:46][CH2:45][C:44]([CH3:58])([CH3:59])[CH3:43])[C:48]([O:56][CH3:57])=[CH:49][C:50]=1[CH3:55])[NH:14][CH2:13][CH2:12]2)[C:2]1[CH:7]=[CH:6][CH:5]=[CH:4][CH:3]=1, predict the reactants needed to synthesize it. The reactants are: [CH2:1]([O:8][C:9]1[CH:10]=[C:11]2[C:16](=[CH:17][C:18]=1[O:19][CH3:20])[CH:15]([CH2:21]S(C1N(C3C=CC=CC=3)N=NN=1)(=O)=O)[N:14](C(OC(C)(C)C)=O)[CH2:13][CH2:12]2)[C:2]1[CH:7]=[CH:6][CH:5]=[CH:4][CH:3]=1.[CH3:43][C:44]([CH3:59])([CH3:58])[CH2:45][O:46][C:47]1[C:48]([O:56][CH3:57])=[CH:49][C:50]([CH3:55])=[C:51]([CH:54]=1)[CH:52]=O.C[Si]([N-][Si](C)(C)C)(C)C.[Li+]. (10) The reactants are: [CH3:1][O:2][C:3]1[CH:12]=[CH:11][CH:10]=[C:9](/[CH:13]=[C:14]2\[N:15]=[C:16](C3C=CC=CC=3)[O:17][C:18]\2=[O:19])[C:4]=1[C:5](OC)=[O:6].[OH-].[K+]. Given the product [CH3:1][O:2][C:3]1[CH:12]=[CH:11][CH:10]=[C:9]2[C:4]=1[C:5](=[O:6])[NH:15][C:14]([C:18]([O:17][CH3:16])=[O:19])=[CH:13]2, predict the reactants needed to synthesize it.